This data is from Catalyst prediction with 721,799 reactions and 888 catalyst types from USPTO. The task is: Predict which catalyst facilitates the given reaction. (1) Reactant: Br[C:2]1[CH:3]=[C:4]([N:8]2[C:20]3[CH:19]=[CH:18][CH:17]=[CH:16][C:15]=3[C:14]3[C:9]2=[CH:10][CH:11]=[CH:12][CH:13]=3)[CH:5]=[N:6][CH:7]=1.[Li]C(C)(C)C.C[O:27][B:28](OC)[O:29]C.Cl. The catalyst class is: 1. Product: [CH:19]1[C:20]2[N:8]([C:4]3[CH:3]=[C:2]([B:28]([OH:29])[OH:27])[CH:7]=[N:6][CH:5]=3)[C:9]3[C:14](=[CH:13][CH:12]=[CH:11][CH:10]=3)[C:15]=2[CH:16]=[CH:17][CH:18]=1. (2) Reactant: [Br:1][C:2]1[C:24]([CH3:25])=[CH:23][C:5]2[N:6]([CH:10]3[CH2:15][CH2:14][N:13](C(OC(C)(C)C)=O)[CH2:12][CH2:11]3)[C:7](=[O:9])[NH:8][C:4]=2[CH:3]=1.FC(F)(F)C(O)=O. Product: [Br:1][C:2]1[C:24]([CH3:25])=[CH:23][C:5]2[N:6]([CH:10]3[CH2:11][CH2:12][NH:13][CH2:14][CH2:15]3)[C:7](=[O:9])[NH:8][C:4]=2[CH:3]=1. The catalyst class is: 4. (3) Reactant: [C:1]([O:5][C:6]([N:8]1[CH2:13][CH2:12][CH:11]([CH2:14][C:15]([OH:17])=O)[CH2:10][CH2:9]1)=[O:7])([CH3:4])([CH3:3])[CH3:2].[NH2:18]C(C)CO.[CH2:23](P1(=O)OP(CCC)(=O)OP(CCC)(=O)O1)[CH2:24][CH3:25]. Product: [O:17]=[C:15]([NH:18][CH2:23][C:24]#[CH:25])[CH2:14][CH:11]1[CH2:10][CH2:9][N:8]([C:6]([O:5][C:1]([CH3:2])([CH3:3])[CH3:4])=[O:7])[CH2:13][CH2:12]1. The catalyst class is: 3.